Dataset: Peptide-MHC class I binding affinity with 185,985 pairs from IEDB/IMGT. Task: Regression. Given a peptide amino acid sequence and an MHC pseudo amino acid sequence, predict their binding affinity value. This is MHC class I binding data. The peptide sequence is RQPLYENL. The MHC is H-2-Kb with pseudo-sequence H-2-Kb. The binding affinity (normalized) is 0.262.